This data is from Peptide-MHC class II binding affinity with 134,281 pairs from IEDB. The task is: Regression. Given a peptide amino acid sequence and an MHC pseudo amino acid sequence, predict their binding affinity value. This is MHC class II binding data. (1) The peptide sequence is MVNHSTYYVHENKNA. The MHC is DRB1_0101 with pseudo-sequence DRB1_0101. The binding affinity (normalized) is 0.379. (2) The peptide sequence is SEELRSLYNTVATLYCVHQ. The MHC is DRB3_0202 with pseudo-sequence DRB3_0202. The binding affinity (normalized) is 0.192. (3) The peptide sequence is RDKEAGVALRATFIVDPDNT. The MHC is DRB1_1101 with pseudo-sequence DRB1_1101. The binding affinity (normalized) is 0. (4) The peptide sequence is TEDQAMEDIKQMEAESIS. The MHC is HLA-DPA10201-DPB10501 with pseudo-sequence HLA-DPA10201-DPB10501. The binding affinity (normalized) is 0.181. (5) The peptide sequence is NDRLVSLESTKRDLK. The MHC is DRB1_0101 with pseudo-sequence DRB1_0101. The binding affinity (normalized) is 0.703. (6) The peptide sequence is QKISKYFNSRLFG. The MHC is DRB1_0401 with pseudo-sequence DRB1_0401. The binding affinity (normalized) is 0.0721. (7) The peptide sequence is GELQIVDKIDEAFKI. The MHC is DRB4_0101 with pseudo-sequence DRB4_0103. The binding affinity (normalized) is 0.757. (8) The peptide sequence is FWAVRGGGGESFGIV. The MHC is HLA-DPA10201-DPB10501 with pseudo-sequence HLA-DPA10201-DPB10501. The binding affinity (normalized) is 0.178.